Predict which catalyst facilitates the given reaction. From a dataset of Catalyst prediction with 721,799 reactions and 888 catalyst types from USPTO. (1) Reactant: C([NH:5][S:6]([C:9]1[CH:14]=[CH:13][CH:12]=[C:11]([C:15]2[N:16]=[CH:17][N:18]([C:20]3[CH:25]=[C:24]([C:26]4[CH:31]=[CH:30][C:29]([C:32]([F:35])([F:34])[F:33])=[CH:28][CH:27]=4)[CH:23]=[C:22]([C:36]([F:39])([F:38])[F:37])[N:21]=3)[CH:19]=2)[CH:10]=1)(=[O:8])=[O:7])(C)(C)C.C(O)(C(F)(F)F)=O. Product: [F:39][C:36]([F:37])([F:38])[C:22]1[N:21]=[C:20]([N:18]2[CH:19]=[C:15]([C:11]3[CH:10]=[C:9]([S:6]([NH2:5])(=[O:7])=[O:8])[CH:14]=[CH:13][CH:12]=3)[N:16]=[CH:17]2)[CH:25]=[C:24]([C:26]2[CH:27]=[CH:28][C:29]([C:32]([F:33])([F:35])[F:34])=[CH:30][CH:31]=2)[CH:23]=1. The catalyst class is: 4. (2) Reactant: C(OC(=O)[NH:10][C:11]1[CH:16]=[CH:15][C:14]([F:17])=[C:13]([C:18]([C:20]2[C:28]3[C:23](=[N:24][CH:25]=[C:26]([C:29]#[N:30])[CH:27]=3)[NH:22][CH:21]=2)=[O:19])[C:12]=1[F:31])C1C=CC=CC=1.C(#N)C.C[Si](I)(C)C. Product: [NH2:10][C:11]1[C:12]([F:31])=[C:13]([C:14]([F:17])=[CH:15][CH:16]=1)[C:18]([C:20]1[C:28]2[C:23](=[N:24][CH:25]=[C:26]([C:29]#[N:30])[CH:27]=2)[NH:22][CH:21]=1)=[O:19]. The catalyst class is: 5. (3) Reactant: [C:1]([O:5][C:6]([N:8]1[CH2:13][CH2:12][NH:11][C@H:10]([C:14]([OH:16])=[O:15])[CH2:9]1)=[O:7])([CH3:4])([CH3:3])[CH3:2].C([O-])([O-])=O.[Na+].[Na+].[C:23](Cl)([O:25][CH2:26][CH:27]1[C:39]2[C:34](=[CH:35][CH:36]=[CH:37][CH:38]=2)[C:33]2[C:28]1=[CH:29][CH:30]=[CH:31][CH:32]=2)=[O:24]. Product: [CH:38]1[C:39]2[CH:27]([CH2:26][O:25][C:23]([N:11]3[CH2:12][CH2:13][N:8]([C:6]([O:5][C:1]([CH3:4])([CH3:2])[CH3:3])=[O:7])[CH2:9][C@H:10]3[C:14]([OH:16])=[O:15])=[O:24])[C:28]3[C:33](=[CH:32][CH:31]=[CH:30][CH:29]=3)[C:34]=2[CH:35]=[CH:36][CH:37]=1. The catalyst class is: 127. (4) Reactant: Cl.[NH:2]1[CH2:5][CH:4]([OH:6])[CH2:3]1.Br[CH2:8][CH2:9][CH2:10][Cl:11].C([O-])([O-])=O.[Cs+].[Cs+]. Product: [Cl:11][CH2:10][CH2:9][CH2:8][N:2]1[CH2:5][CH:4]([OH:6])[CH2:3]1. The catalyst class is: 290. (5) Reactant: N([O-])=O.[Na+].O.O.Cl[Sn]Cl.[NH:10]([C:12]1[CH:13]=[C:14](Cl)[CH:15]=[CH:16][CH:17]=1)[NH2:11].[C:19](O)(=O)/[C:20](=[C:22](\[CH:24]=[O:25])/[Cl:23])/[Cl:21]. Product: [CH2:13]([C:14]1[CH:13]=[C:12]([N:10]2[C:24](=[O:25])[C:22]([Cl:23])=[C:20]([Cl:21])[CH:19]=[N:11]2)[CH:17]=[CH:16][CH:15]=1)[CH2:12][CH2:17][CH3:16]. The catalyst class is: 223.